Regression. Given a peptide amino acid sequence and an MHC pseudo amino acid sequence, predict their binding affinity value. This is MHC class I binding data. From a dataset of Peptide-MHC class I binding affinity with 185,985 pairs from IEDB/IMGT. (1) The peptide sequence is KNSKFKNFR. The MHC is HLA-A11:01 with pseudo-sequence HLA-A11:01. The binding affinity (normalized) is 0.0490. (2) The peptide sequence is TPVWHVTSA. The MHC is HLA-B35:01 with pseudo-sequence HLA-B35:01. The binding affinity (normalized) is 0.719. (3) The peptide sequence is AVEDFLAFF. The MHC is HLA-A68:02 with pseudo-sequence HLA-A68:02. The binding affinity (normalized) is 0.0847. (4) The peptide sequence is FPSNMMVVT. The MHC is HLA-B15:17 with pseudo-sequence HLA-B15:17. The binding affinity (normalized) is 0.0847. (5) The peptide sequence is GMGQKDSYV. The MHC is HLA-A02:01 with pseudo-sequence HLA-A02:01. The binding affinity (normalized) is 0.512. (6) The peptide sequence is LYKTIVNIW. The MHC is HLA-B40:01 with pseudo-sequence HLA-B40:01. The binding affinity (normalized) is 0.0847. (7) The MHC is HLA-A25:01 with pseudo-sequence HLA-A25:01. The peptide sequence is QAFEAGIDF. The binding affinity (normalized) is 0.0847. (8) The peptide sequence is FVSTMPVET. The MHC is HLA-A02:02 with pseudo-sequence HLA-A02:02. The binding affinity (normalized) is 0.343. (9) The peptide sequence is FAEGVIAFL. The MHC is HLA-B18:01 with pseudo-sequence HLA-B18:01. The binding affinity (normalized) is 0.0847.